Dataset: Full USPTO retrosynthesis dataset with 1.9M reactions from patents (1976-2016). Task: Predict the reactants needed to synthesize the given product. (1) Given the product [F:9][C:4]1[C:3]([N+:10]([O-:12])=[O:11])=[C:2]([N:23]2[CH2:28][CH2:27][O:26][CH2:25][CH2:24]2)[CH:7]=[C:6]([F:8])[CH:5]=1, predict the reactants needed to synthesize it. The reactants are: F[C:2]1[CH:7]=[C:6]([F:8])[CH:5]=[C:4]([F:9])[C:3]=1[N+:10]([O-:12])=[O:11].C([O-])([O-])=O.[K+].[K+].CS(C)=O.[NH:23]1[CH2:28][CH2:27][O:26][CH2:25][CH2:24]1. (2) Given the product [C:9]([O:8][C:6]([NH:5][C@@H:4]([CH2:13][C:14]1[CH:19]=[CH:18][C:17]([O:20][C:32]2[CH:33]=[CH:34][C:29]([O:28][C:22]3[CH:27]=[CH:26][CH:25]=[CH:24][CH:23]=3)=[CH:30][CH:31]=2)=[CH:16][CH:15]=1)[C:3]([O:2][CH3:1])=[O:21])=[O:7])([CH3:12])([CH3:10])[CH3:11], predict the reactants needed to synthesize it. The reactants are: [CH3:1][O:2][C:3](=[O:21])[C@H:4]([CH2:13][C:14]1[CH:19]=[CH:18][C:17]([OH:20])=[CH:16][CH:15]=1)[NH:5][C:6]([O:8][C:9]([CH3:12])([CH3:11])[CH3:10])=[O:7].[C:22]1([O:28][C:29]2[CH:34]=[CH:33][C:32](B(O)O)=[CH:31][CH:30]=2)[CH:27]=[CH:26][CH:25]=[CH:24][CH:23]=1.N1C=CC=CC=1. (3) Given the product [C@@H:1]12[CH2:7][C@@H:4]([CH2:5][CH2:6]1)[CH2:3][C@H:2]2[C:8]([NH:10][C:11]1[S:12][C:13]([C:18]2[CH:23]=[C:22]([CH3:24])[CH:21]=[CH:20][C:19]=2[CH3:25])=[C:14]([Cl:26])[C:15]=1[C:16]#[N:17])=[O:9], predict the reactants needed to synthesize it. The reactants are: [C@@H:1]12[CH2:7][C@@H:4]([CH2:5][CH2:6]1)[CH2:3][C@H:2]2[C:8]([NH:10][C:11]1[S:12][C:13]([C:18]2[CH:23]=[C:22]([CH3:24])[CH:21]=[CH:20][C:19]=2[CH3:25])=[CH:14][C:15]=1[C:16]#[N:17])=[O:9].[Cl:26]N1C(=O)CCC1=O.O. (4) Given the product [CH3:62][O:66][C:67]([N:69]1[CH2:73][CH:72]([C:74]2[NH:75][C:76]([C:79]3[CH:84]=[CH:83][C:82]([C:85]4[CH:90]=[CH:89][C:88]([C:91]5[NH:92][C:93]([CH:96]6[CH2:100][CH2:99][CH2:98][N:97]6[C:101](=[O:111])[CH:102]([NH:106][C:107]([O:109][CH3:110])=[O:108])[CH:103]([CH3:105])[CH3:104])=[N:94][CH:95]=5)=[CH:87][CH:86]=4)=[CH:81][CH:80]=3)=[CH:77][N:78]=2)[N:71]([C:112](=[O:122])[CH:113]([NH:117][C:118]([O:120][CH3:121])=[O:119])[CH:114]([CH3:116])[CH3:115])[CH2:70]1)=[O:68], predict the reactants needed to synthesize it. The reactants are: CN1CCOCC1.COC(=O)NC(C(N1CCCC1C1NC(C2C=CC(C3C=CC(C4NC(C5CNCN5C(=O)C(NC(OC)=O)C(C)C)=NC=4)=CC=3)=CC=2)=CN=1)=O)C(C)C.[C:62]([O:66][C:67]([N:69]1[CH2:73][CH:72]([C:74]2[NH:75][C:76]([C:79]3[CH:84]=[CH:83][C:82]([C:85]4[CH:90]=[CH:89][C:88]([C:91]5[NH:92][C:93]([CH:96]6[CH2:100][CH2:99][CH2:98][N:97]6[C:101](=[O:111])[CH:102]([NH:106][C:107]([O:109][CH3:110])=[O:108])[CH:103]([CH3:105])[CH3:104])=[N:94][CH:95]=5)=[CH:87][CH:86]=4)=[CH:81][CH:80]=3)=[CH:77][N:78]=2)[N:71]([C:112](=[O:122])[CH:113]([NH:117][C:118]([O:120][CH3:121])=[O:119])[CH:114]([CH3:116])[CH3:115])[CH2:70]1)=[O:68])(C)(C)C.Cl.ClC(OC)=O. (5) Given the product [CH3:23][O:24][C:25]1[CH:30]=[CH:29][CH:28]=[CH:27][C:26]=1[NH:31][C:32]([N:17]1[CH2:18][CH2:19][N:14]([C:11]2[N:12]=[CH:13][C:8]3[C:6](=[O:7])[C:5]([C:20]([OH:22])=[O:21])=[CH:4][N:3]([CH2:2][CH3:1])[C:9]=3[N:10]=2)[CH2:15][CH2:16]1)=[S:33], predict the reactants needed to synthesize it. The reactants are: [CH3:1][CH2:2][N:3]1[C:9]2[N:10]=[C:11]([N:14]3[CH2:19][CH2:18][NH:17][CH2:16][CH2:15]3)[N:12]=[CH:13][C:8]=2[C:6](=[O:7])[C:5]([C:20]([OH:22])=[O:21])=[CH:4]1.[CH3:23][O:24][C:25]1[CH:30]=[CH:29][CH:28]=[CH:27][C:26]=1[N:31]=[C:32]=[S:33]. (6) Given the product [NH:1]([C:20]([O:22][CH2:23][C:24]1[CH:29]=[CH:28][CH:27]=[CH:26][CH:25]=1)=[O:21])[C@H:2]([C:6]([NH:8][C@H:9]([C:17]([OH:19])=[O:18])[CH2:10][CH2:11][CH2:12][NH:13][C:14]([NH2:16])=[O:15])=[O:7])[CH:3]([CH3:5])[CH3:4].[C:39](=[O:50])([O:40][C:41]1[CH:42]=[CH:43][C:44]([N+:47]([O-:49])=[O:48])=[CH:45][CH:46]=1)[O:36][CH2:35][C:34]1[CH:37]=[CH:38][C:31]([NH2:30])=[CH:32][CH:33]=1, predict the reactants needed to synthesize it. The reactants are: [NH:1]([C:20]([O:22][CH2:23][C:24]1[CH:29]=[CH:28][CH:27]=[CH:26][CH:25]=1)=[O:21])[C@H:2]([C:6]([NH:8][C@H:9]([C:17]([OH:19])=[O:18])[CH2:10][CH2:11][CH2:12][NH:13][C:14]([NH2:16])=[O:15])=[O:7])[CH:3]([CH3:5])[CH3:4].[NH2:30][C:31]1[CH:38]=[CH:37][C:34]([CH2:35][OH:36])=[CH:33][CH:32]=1.[C:39](=O)([O:50]C1C=CC([N+]([O-])=O)=CC=1)[O:40][C:41]1[CH:46]=[CH:45][C:44]([N+:47]([O-:49])=[O:48])=[CH:43][CH:42]=1.N1C=CC=CC=1.CCN(C(C)C)C(C)C. (7) Given the product [NH:1]1[C:9]2[C:4](=[CH:5][CH:6]=[CH:7][CH:8]=2)[C:3]([CH:15]=[O:17])=[CH:2]1, predict the reactants needed to synthesize it. The reactants are: [NH:1]1[C:9]2[C:4](=[CH:5][CH:6]=[CH:7][CH:8]=2)[CH:3]=[CH:2]1.O=P(Cl)(Cl)Cl.[CH2:15]([O:17]C(=O)C)C.